From a dataset of Forward reaction prediction with 1.9M reactions from USPTO patents (1976-2016). Predict the product of the given reaction. (1) The product is: [ClH:8].[NH:18]1[CH2:23][CH2:22][CH2:21][CH2:20][CH:19]1[CH2:24][CH2:25][CH2:26][C:27]([O:29][CH3:30])=[O:28]. Given the reactants CS(C)=O.C(Cl)(=O)C([Cl:8])=O.C(OC([N:18]1[CH2:23][CH2:22][CH2:21][CH2:20][CH:19]1[CH2:24][CH2:25][CH2:26][C:27]([O:29][CH3:30])=[O:28])=O)(C)(C)C.CCN(CC)CC, predict the reaction product. (2) Given the reactants [OH:1][C:2]1[CH:3]=[C:4]([C:15](=[O:18])[CH2:16][CH3:17])[C:5](=[O:14])[O:6][C:7]=1[CH:8]([CH3:13])[CH2:9][CH2:10][CH2:11][OH:12].[Na].C([O-])(O)=O.[Na+], predict the reaction product. The product is: [OH:1][C:2]1[CH:3]=[C:4]([C:15](=[O:18])[CH2:16][CH3:17])[C:5](=[O:14])[O:6][C:7]=1[CH:8]([CH3:13])[CH2:9][CH2:10][CH:11]=[O:12]. (3) Given the reactants F[C:2](F)(F)[C:3](O)=[O:4].[NH2:8][CH2:9][CH2:10][N:11]1[C:20]2[C:15](=[CH:16][CH:17]=[CH:18][CH:19]=2)[CH2:14][CH:13]([NH:21][C:22]([C:24]2[NH:33][C:27]3=[CH:28][N:29]=[C:30]([Cl:32])[CH:31]=[C:26]3[CH:25]=2)=[O:23])[C:12]1=[O:34].C1C=CC2N(O)N=NC=2C=1.C(O)(=O)C.CCN(C(C)C)C(C)C.CCN=C=NCCCN(C)C, predict the reaction product. The product is: [C:3]([NH:8][CH2:9][CH2:10][N:11]1[C:20]2[C:15](=[CH:16][CH:17]=[CH:18][CH:19]=2)[CH2:14][CH:13]([NH:21][C:22]([C:24]2[NH:33][C:27]3=[CH:28][N:29]=[C:30]([Cl:32])[CH:31]=[C:26]3[CH:25]=2)=[O:23])[C:12]1=[O:34])(=[O:4])[CH3:2]. (4) Given the reactants [OH:1]CC1C=C(O)C=CC=1.C(N(CC)CC)C.[C:17]([O:20][C:21]1[C:22](=[CH:26][CH:27]=[CH:28][CH:29]=1)[C:23](Cl)=[O:24])(=[O:19])[CH3:18], predict the reaction product. The product is: [C:17]([O:20][C:21]1[CH:29]=[CH:28][CH:27]=[CH:26][C:22]=1[C:23]([OH:1])=[O:24])(=[O:19])[CH3:18]. (5) Given the reactants C(OC([NH:8][C:9]1[CH:14]=[CH:13][CH:12]=[CH:11][C:10]=1B(O)O)=O)(C)(C)C.Br[C:19]1[C:20]([C:27]#[N:28])=[N:21][C:22]([Cl:26])=[CH:23][C:24]=1[CH3:25].C(=O)([O-])[O-].[Na+].[Na+], predict the reaction product. The product is: [Cl:26][C:22]1[CH:23]=[C:24]([CH3:25])[C:19]2[C:20](=[C:27]([NH2:28])[N:8]=[C:9]3[CH:14]=[CH:13][CH:12]=[CH:11][C:10]3=2)[N:21]=1. (6) Given the reactants [Br:1][C:2]1[CH:15]=[CH:14][C:13]2[CH:12]3[CH:16]([OH:19])[CH:17]([OH:18])[CH:5]([C:6]4[C:11]3=[CH:10][CH:9]=[CH:8][CH:7]=4)[C:4]=2[CH:3]=1.C([O-])(=O)C.C([O-])(=O)C.C([O-])(=O)C.C([O-])(=O)C.[Pb+4].C(=O)([O-])[O-].[Na+].[Na+], predict the reaction product. The product is: [Br:1][C:2]1[CH:15]=[CH:14][C:13]2[C:4](=[C:5]([CH:17]=[O:18])[C:6]3[C:11]([C:12]=2[CH:16]=[O:19])=[CH:10][CH:9]=[CH:8][CH:7]=3)[CH:3]=1.